Dataset: Full USPTO retrosynthesis dataset with 1.9M reactions from patents (1976-2016). Task: Predict the reactants needed to synthesize the given product. (1) Given the product [C:36]([C:2]1[C:10]2[C:5](=[N:6][CH:7]=[CH:8][N:9]=2)[S:4][C:3]=1[C:11]([NH:13][C:14]1[CH:19]=[C:18]([NH:20][C:21](=[O:33])[C:22]2[CH:27]=[CH:26][CH:25]=[C:24]([C:28]([C:31]#[N:32])([CH3:30])[CH3:29])[CH:23]=2)[CH:17]=[CH:16][C:15]=1[CH3:34])=[O:12])#[N:37], predict the reactants needed to synthesize it. The reactants are: Br[C:2]1[C:10]2[C:5](=[N:6][CH:7]=[CH:8][N:9]=2)[S:4][C:3]=1[C:11]([NH:13][C:14]1[CH:19]=[C:18]([NH:20][C:21](=[O:33])[C:22]2[CH:27]=[CH:26][CH:25]=[C:24]([C:28]([C:31]#[N:32])([CH3:30])[CH3:29])[CH:23]=2)[CH:17]=[CH:16][C:15]=1[CH3:34])=[O:12].[Cu][C:36]#[N:37]. (2) Given the product [CH:3]1([C@H:9]([NH:14][C:15]([C:17]2[CH:22]=[CH:21][C:20]([C:23]3[CH:28]=[CH:27][C:26]([F:29])=[C:25]([F:30])[CH:24]=3)=[CH:19][C:18]=2[NH:31][C:32]([NH:34][C:35]2[C:36]([CH3:42])=[CH:37][CH:38]=[CH:39][C:40]=2[CH3:41])=[O:33])=[O:16])[C:10]([OH:12])=[O:11])[CH2:4][CH2:5][CH2:6][CH2:7][CH2:8]1, predict the reactants needed to synthesize it. The reactants are: [OH-].[Li+].[CH:3]1([C@H:9]([NH:14][C:15]([C:17]2[CH:22]=[CH:21][C:20]([C:23]3[CH:28]=[CH:27][C:26]([F:29])=[C:25]([F:30])[CH:24]=3)=[CH:19][C:18]=2[NH:31][C:32]([NH:34][C:35]2[C:40]([CH3:41])=[CH:39][CH:38]=[CH:37][C:36]=2[CH3:42])=[O:33])=[O:16])[C:10]([O:12]C)=[O:11])[CH2:8][CH2:7][CH2:6][CH2:5][CH2:4]1.CO.O. (3) Given the product [Cl:21][CH2:14][C:13]1[C:9]([C:3]2[C:2]([Cl:1])=[CH:7][CH:6]=[CH:5][C:4]=2[Cl:8])=[N:10][O:11][C:12]=1[CH:16]([CH3:18])[CH3:17], predict the reactants needed to synthesize it. The reactants are: [Cl:1][C:2]1[CH:7]=[CH:6][CH:5]=[C:4]([Cl:8])[C:3]=1[C:9]1[C:13]([CH2:14]O)=[C:12]([CH:16]([CH3:18])[CH3:17])[O:11][N:10]=1.S(Cl)([Cl:21])=O.